Dataset: Reaction yield outcomes from USPTO patents with 853,638 reactions. Task: Predict the reaction yield, written as a fraction of the theoretical maximum amount of product (1.0 means a 100% yield; for example, 0.34 means a 34% yield). (1) The reactants are [F:1][C:2]1[C:10]([N+:11]([O-:13])=[O:12])=[CH:9][CH:8]=[C:7]([F:14])[C:3]=1[C:4]([OH:6])=[O:5].[N+](=[CH2:17])=[N-].[Si](C=[N+]=[N-])(C)(C)C.N#N. The catalyst is CO. The product is [F:1][C:2]1[C:10]([N+:11]([O-:13])=[O:12])=[CH:9][CH:8]=[C:7]([F:14])[C:3]=1[C:4]([O:6][CH3:17])=[O:5]. The yield is 0.990. (2) The reactants are [H-].[Na+].[NH2:3][C:4]1[CH:5]=[C:6]([SH:10])[CH:7]=[CH:8][CH:9]=1.Cl[C:12]1[C:21]2[C:16](=[CH:17][C:18]([O:24][CH2:25][CH3:26])=[C:19]([O:22][CH3:23])[CH:20]=2)[N:15]=[CH:14][N:13]=1. The catalyst is C1COCC1. The product is [CH2:25]([O:24][C:18]1[CH:17]=[C:16]2[C:21]([C:12]([S:10][C:6]3[CH:5]=[C:4]([CH:9]=[CH:8][CH:7]=3)[NH2:3])=[N:13][CH:14]=[N:15]2)=[CH:20][C:19]=1[O:22][CH3:23])[CH3:26]. The yield is 0.900.